This data is from Forward reaction prediction with 1.9M reactions from USPTO patents (1976-2016). The task is: Predict the product of the given reaction. (1) Given the reactants C([O:3][C:4]([C@H:6]1[C@H:10]([CH2:11][C@H:12]([CH2:16][C:17]2[CH:22]=[CH:21][C:20]([O:23][CH3:24])=[C:19]([O:25][CH2:26][CH2:27][CH2:28][O:29][CH3:30])[CH:18]=2)[CH:13]([CH3:15])[CH3:14])[CH2:9][N:8]([C:31]([O:33][C:34]([CH3:37])([CH3:36])[CH3:35])=[O:32])[CH2:7]1)=[O:5])C.[OH-].[Na+], predict the reaction product. The product is: [C:34]([O:33][C:31]([N:8]1[CH2:9][C@@H:10]([CH2:11][C@H:12]([CH2:16][C:17]2[CH:22]=[CH:21][C:20]([O:23][CH3:24])=[C:19]([O:25][CH2:26][CH2:27][CH2:28][O:29][CH3:30])[CH:18]=2)[CH:13]([CH3:14])[CH3:15])[C@H:6]([C:4]([OH:5])=[O:3])[CH2:7]1)=[O:32])([CH3:35])([CH3:37])[CH3:36]. (2) Given the reactants Br[C:2]1[S:3][C:4]([C:7]2[CH:12]=[CH:11][C:10](OC(C)C)=[C:9](C(F)(F)F)[CH:8]=2)=[N:5][N:6]=1.[F:21][C:22]1[CH:23]=[C:24](/[CH:39]=[CH:40]/[O:41][CH3:42])[C:25]([O:37][CH3:38])=[C:26](B2OC(C)(C)C(C)(C)O2)[CH:27]=1.P([O-])([O-])([O-])=O.[K+].[K+].[K+].C[N:52]([CH3:55])C=O, predict the reaction product. The product is: [F:21][C:22]1[CH:23]=[C:24](/[CH:39]=[CH:40]/[O:41][CH3:42])[C:25]([O:37][CH3:38])=[C:26]([C:2]2[S:3][C:4]([C:7]3[CH:8]=[CH:9][C:10]([CH2:4][CH:7]([CH3:12])[CH3:8])=[C:11]([CH:12]=3)[C:55]#[N:52])=[N:5][N:6]=2)[CH:27]=1. (3) Given the reactants [CH:1]1([CH:7]2[CH2:12][CH2:11][N:10]([C:13]([C:15]3[CH:16]=[N:17][C:18]4[N:19]([N:30]=[CH:31][C:32]=4[C:33](O)=[O:34])[C:20]=3[NH:21][C:22]3[CH:27]=[C:26]([CH3:28])[CH:25]=[CH:24][C:23]=3[CH3:29])=[O:14])[CH2:9][CH2:8]2)[CH2:6][CH2:5][CH2:4][CH2:3][CH2:2]1.[CH2:36]([S:38]([NH2:41])(=[O:40])=[O:39])[CH3:37], predict the reaction product. The product is: [CH:1]1([CH:7]2[CH2:8][CH2:9][N:10]([C:13]([C:15]3[CH:16]=[N:17][C:18]4[N:19]([N:30]=[CH:31][C:32]=4[C:33]([NH:41][S:38]([CH2:36][CH3:37])(=[O:40])=[O:39])=[O:34])[C:20]=3[NH:21][C:22]3[CH:27]=[C:26]([CH3:28])[CH:25]=[CH:24][C:23]=3[CH3:29])=[O:14])[CH2:11][CH2:12]2)[CH2:2][CH2:3][CH2:4][CH2:5][CH2:6]1. (4) Given the reactants [OH-].[Na+].C([O:5][C:6]([C:8]1[CH:9]=[N:10][N:11]([C:14]2[C:19]([Cl:20])=[CH:18][C:17]([CH2:21][CH3:22])=[CH:16][N:15]=2)[C:12]=1[CH3:13])=[O:7])C.Cl, predict the reaction product. The product is: [Cl:20][C:19]1[C:14]([N:11]2[C:12]([CH3:13])=[C:8]([C:6]([OH:7])=[O:5])[CH:9]=[N:10]2)=[N:15][CH:16]=[C:17]([CH2:21][CH3:22])[CH:18]=1.